Dataset: Catalyst prediction with 721,799 reactions and 888 catalyst types from USPTO. Task: Predict which catalyst facilitates the given reaction. (1) Reactant: [F:1][CH:2]([F:28])[C:3]1[CH:7]=[C:6]([CH:8]([F:10])[F:9])[N:5]([CH2:11][C:12]([N:14]2[CH2:19][CH2:18][CH:17]([C:20]3[S:21][CH:22]=[C:23]([CH:25]=[N:26][OH:27])[N:24]=3)[CH2:16][CH2:15]2)=[O:13])[N:4]=1.[CH:29]([C:31]1[CH:36]=[CH:35][C:34]([NH:37][C:38](=[O:44])[O:39][C:40]([CH3:43])([CH3:42])[CH3:41])=[CH:33][CH:32]=1)=[CH2:30].C(=O)([O-])O.[K+].ClN1C(=O)CCC1=O. Product: [C:40]([O:39][C:38](=[O:44])[NH:37][C:34]1[CH:33]=[CH:32][C:31]([CH:29]2[O:27][N:26]=[C:25]([C:23]3[N:24]=[C:20]([CH:17]4[CH2:16][CH2:15][N:14]([C:12](=[O:13])[CH2:11][N:5]5[C:6]([CH:8]([F:9])[F:10])=[CH:7][C:3]([CH:2]([F:1])[F:28])=[N:4]5)[CH2:19][CH2:18]4)[S:21][CH:22]=3)[CH2:30]2)=[CH:36][CH:35]=1)([CH3:43])([CH3:42])[CH3:41]. The catalyst class is: 84. (2) Reactant: [Br:1][C:2]1[CH:3]=[C:4]([CH2:9]O)[CH:5]=[C:6]([F:8])[CH:7]=1.C1(P(C2C=CC=CC=2)C2C=CC=CC=2)C=CC=CC=1.[Br:30]N1C(=O)CCC1=O. Product: [Br:1][C:2]1[CH:7]=[C:6]([F:8])[CH:5]=[C:4]([CH2:9][Br:30])[CH:3]=1. The catalyst class is: 54. (3) Reactant: F[C:2]1[C:11]([CH3:12])=[C:10]2[C:5]([C:6](=[O:20])[C:7]([C:17]([OH:19])=[O:18])=[CH:8][N:9]2[C@@H:13]2[CH2:15][C@@H:14]2[F:16])=[C:4]([OH:21])[CH:3]=1.C(OC([NH:29][C:30]1([C@@H:33]2[CH2:37][CH2:36][NH:35][CH2:34]2)[CH2:32][CH2:31]1)=O)(C)(C)C.CN1CCCCC1. Product: [NH2:29][C:30]1([C@@H:33]2[CH2:37][CH2:36][N:35]([C:2]3[C:11]([CH3:12])=[C:10]4[C:5]([C:6](=[O:20])[C:7]([C:17]([OH:19])=[O:18])=[CH:8][N:9]4[C@@H:13]4[CH2:15][C@@H:14]4[F:16])=[C:4]([OH:21])[CH:3]=3)[CH2:34]2)[CH2:32][CH2:31]1. The catalyst class is: 16. (4) Reactant: [C:1]([O:8][CH3:9])(=[O:7])[CH2:2][CH2:3][C:4]([O-:6])=[O:5].[C:10]([O:16][CH2:17]Cl)(=[O:15])[C:11]([CH3:14])([CH3:13])[CH3:12].C(N(CC)CC)C. Product: [CH3:9][O:8][C:1](=[O:7])[CH2:2][CH2:3][C:4]([O:6][CH2:17][O:16][C:10](=[O:15])[C:11]([CH3:14])([CH3:13])[CH3:12])=[O:5]. The catalyst class is: 21. (5) Reactant: C1(C)C=CC(S(O[CH:11]2[CH2:17][O:16][CH2:15][CH2:14][O:13][CH2:12]2)(=O)=O)=CC=1.[N-:19]=[N+:20]=[N-:21].[Na+].O. Product: [N:19]([CH:11]1[CH2:17][O:16][CH2:15][CH2:14][O:13][CH2:12]1)=[N+:20]=[N-:21]. The catalyst class is: 9. (6) Product: [Cl:12][C:13]1[CH:14]=[CH:15][C:16]([CH:19]2[CH:23]([C:24]3[CH:29]=[CH:28][C:27]([Cl:30])=[CH:26][CH:25]=3)[N:22]([C:1]([Cl:4])=[O:2])[C:21]([C:31]3[CH:36]=[CH:35][CH:34]=[CH:33][C:32]=3[O:37][CH:38]([CH3:40])[CH3:39])=[N:20]2)=[CH:17][CH:18]=1. The catalyst class is: 2. Reactant: [C:1]([Cl:4])(Cl)=[O:2].C(N(CC)CC)C.[Cl:12][C:13]1[CH:18]=[CH:17][C:16]([CH:19]2[CH:23]([C:24]3[CH:29]=[CH:28][C:27]([Cl:30])=[CH:26][CH:25]=3)[NH:22][C:21]([C:31]3[CH:36]=[CH:35][CH:34]=[CH:33][C:32]=3[O:37][CH:38]([CH3:40])[CH3:39])=[N:20]2)=[CH:15][CH:14]=1.